Dataset: Catalyst prediction with 721,799 reactions and 888 catalyst types from USPTO. Task: Predict which catalyst facilitates the given reaction. (1) The catalyst class is: 6. Product: [F:1][C:2]1[CH:3]=[C:4]([CH:8]=[CH:9][C:10]=1[F:11])[C:5]([N:14]([O:15][CH3:16])[CH3:13])=[O:6]. Reactant: [F:1][C:2]1[CH:3]=[C:4]([CH:8]=[CH:9][C:10]=1[F:11])[C:5](O)=[O:6].Cl.[CH3:13][NH:14][O:15][CH3:16].O.ON1C2C=CC=CC=2N=N1.C(N(CC)CC)C. (2) Reactant: [CH2:1]([N:8]1[C:12]2[CH:13]=[C:14]([NH:21][CH:22]3[CH2:27][CH2:26][NH:25][CH2:24][CH2:23]3)[C:15]3[N:16]([C:17]([CH3:20])=[N:18][N:19]=3)[C:11]=2[CH:10]=[C:9]1[CH3:28])[C:2]1[CH:7]=[CH:6][CH:5]=[CH:4][CH:3]=1.[C:29](Cl)(=[O:31])[CH3:30].C(N(CC)CC)C. Product: [C:29]([N:25]1[CH2:26][CH2:27][CH:22]([NH:21][C:14]2[C:15]3[N:16]([C:17]([CH3:20])=[N:18][N:19]=3)[C:11]3[CH:10]=[C:9]([CH3:28])[N:8]([CH2:1][C:2]4[CH:3]=[CH:4][CH:5]=[CH:6][CH:7]=4)[C:12]=3[CH:13]=2)[CH2:23][CH2:24]1)(=[O:31])[CH3:30]. The catalyst class is: 2. (3) Reactant: F[C:2]1[CH:7]=[CH:6][C:5]([N+:8]([O-:10])=[O:9])=[CH:4][CH:3]=1.[CH2:11]1[C@H:16]2[CH2:17][NH:18][CH2:19][CH2:20][N:15]2[CH2:14][CH2:13][O:12]1.O. Product: [N+:8]([C:5]1[CH:6]=[CH:7][C:2]([N:18]2[CH2:19][CH2:20][N:15]3[C@@H:16]([CH2:11][O:12][CH2:13][CH2:14]3)[CH2:17]2)=[CH:3][CH:4]=1)([O-:10])=[O:9]. The catalyst class is: 16. (4) Reactant: [C:1]([O:9][CH3:10])(=[O:8])[C:2]#[C:3][C:4]([O:6][CH3:7])=[O:5].[NH2:11][C:12]1[CH:17]=[CH:16][CH:15]=[CH:14][CH:13]=1. Product: [C:12]1([NH:11]/[C:3](=[CH:2]/[C:1]([O:9][CH3:10])=[O:8])/[C:4]([O:6][CH3:7])=[O:5])[CH:17]=[CH:16][CH:15]=[CH:14][CH:13]=1. The catalyst class is: 5.